From a dataset of Reaction yield outcomes from USPTO patents with 853,638 reactions. Predict the reaction yield, written as a fraction of the theoretical maximum amount of product (1.0 means a 100% yield; for example, 0.34 means a 34% yield). (1) The reactants are CC(OC(C)=O)=O.OS(O)(=O)=O.[I:13]I.[F:15][C:16]1[C:24]([F:25])=[C:23]([F:26])[CH:22]=[CH:21][C:17]=1[C:18]([OH:20])=[O:19]. The catalyst is O=[Mn]=O.C(Cl)Cl.CC(O)=O. The product is [F:15][C:16]1[C:24]([F:25])=[C:23]([F:26])[C:22]([I:13])=[CH:21][C:17]=1[C:18]([OH:20])=[O:19]. The yield is 0.940. (2) The reactants are CO.[OH-].[Na+].C[O:6][C:7](=[O:21])[C:8]1[CH:13]=[CH:12][C:11]([C:14]#[C:15][C:16]#[C:17][CH:18]2[CH2:20][CH2:19]2)=[CH:10][CH:9]=1.Cl. The catalyst is O.C(OCC)(=O)C.O1CCOCC1. The product is [CH:18]1([C:17]#[C:16][C:15]#[C:14][C:11]2[CH:10]=[CH:9][C:8]([C:7]([OH:21])=[O:6])=[CH:13][CH:12]=2)[CH2:20][CH2:19]1. The yield is 0.940. (3) The yield is 0.470. The product is [Cl:1][C:2]1[C:7]([O:8][C:9]2[CH:14]=[CH:13][C:12]([Cl:15])=[CH:11][C:10]=2[Cl:16])=[CH:6][C:5]2[NH:17][C:23]([C:22]([F:26])([F:27])[C:21]([F:28])([F:29])[C:20]([F:31])([F:30])[F:19])=[N:18][C:4]=2[CH:3]=1. The reactants are [Cl:1][C:2]1[CH:3]=[C:4]([NH2:18])[C:5]([NH2:17])=[CH:6][C:7]=1[O:8][C:9]1[CH:14]=[CH:13][C:12]([Cl:15])=[CH:11][C:10]=1[Cl:16].[F:19][C:20]([F:31])([F:30])[C:21]([F:29])([F:28])[C:22]([F:27])([F:26])[C:23](O)=O. No catalyst specified. (4) The reactants are [N:1]([CH:4]([C:6]1[N:7]=[C:8]2[S:16][CH:15]=[CH:14][N:9]2[C:10](=[O:13])[C:11]=1Br)[CH3:5])=[N+:2]=[N-:3].[F:17][C:18]1[CH:19]=[C:20](B(O)O)[CH:21]=[C:22]([F:24])[CH:23]=1.C(=O)([O-])[O-].[Na+].[Na+].O. The catalyst is O1CCOCC1.C(OCC)(=O)C.C1C=CC([P]([Pd]([P](C2C=CC=CC=2)(C2C=CC=CC=2)C2C=CC=CC=2)([P](C2C=CC=CC=2)(C2C=CC=CC=2)C2C=CC=CC=2)[P](C2C=CC=CC=2)(C2C=CC=CC=2)C2C=CC=CC=2)(C2C=CC=CC=2)C2C=CC=CC=2)=CC=1. The product is [N:1]([CH:4]([C:6]1[N:7]=[C:8]2[S:16][CH:15]=[CH:14][N:9]2[C:10](=[O:13])[C:11]=1[C:20]1[CH:19]=[C:18]([F:17])[CH:23]=[C:22]([F:24])[CH:21]=1)[CH3:5])=[N+:2]=[N-:3]. The yield is 0.530. (5) The reactants are [F:1][C:2]1[CH:7]=[CH:6][C:5]([C:8]2[NH:12][N:11]=[CH:10][C:9]=2[C:13]2[CH:18]=[CH:17][N:16]=[CH:15][CH:14]=2)=[CH:4][CH:3]=1.[Br:19]N1C(=O)CCC1=O.O. The catalyst is CN(C)C=O. The product is [Br:19][C:10]1[C:9]([C:13]2[CH:18]=[CH:17][N:16]=[CH:15][CH:14]=2)=[C:8]([C:5]2[CH:4]=[CH:3][C:2]([F:1])=[CH:7][CH:6]=2)[NH:12][N:11]=1. The yield is 0.720. (6) The reactants are N1C=CC=CC=1.[O:7]1[CH2:12][CH2:11][C:10](=O)[CH2:9][CH2:8]1.[C:14]([O:22][CH2:23][CH3:24])(=[O:21])[CH2:15][C:16]([O:18][CH2:19][CH3:20])=[O:17]. The catalyst is C1(C)C=CC=CC=1.[Ti](Cl)(Cl)(Cl)Cl. The product is [O:7]1[CH2:12][CH2:11][C:10](=[C:15]([C:16]([O:18][CH2:19][CH3:20])=[O:17])[C:14]([O:22][CH2:23][CH3:24])=[O:21])[CH2:9][CH2:8]1. The yield is 0.293.